Dataset: Catalyst prediction with 721,799 reactions and 888 catalyst types from USPTO. Task: Predict which catalyst facilitates the given reaction. (1) Reactant: O1CCOCC1.Cl[C:8]1[CH:13]=[C:12]([CH:14]([S:23][C:24]2[CH:29]=[CH:28][C:27]([Cl:30])=[CH:26][CH:25]=2)[C:15]2[CH:20]=[C:19]([F:21])[CH:18]=[CH:17][C:16]=2[F:22])[C:11]([Cl:31])=[CH:10][N:9]=1.[NH:32]1[CH2:37][CH2:36][O:35][CH2:34][CH2:33]1. Product: [Cl:31][C:11]1[C:12]([CH:14]([S:23][C:24]2[CH:25]=[CH:26][C:27]([Cl:30])=[CH:28][CH:29]=2)[C:15]2[CH:20]=[C:19]([F:21])[CH:18]=[CH:17][C:16]=2[F:22])=[CH:13][C:8]([N:32]2[CH2:37][CH2:36][O:35][CH2:34][CH2:33]2)=[N:9][CH:10]=1. The catalyst class is: 13. (2) Reactant: [F:1][C:2]1[C:16]([F:17])=[CH:15][C:5]([O:6][CH2:7][C:8]([O:10]C(C)(C)C)=[O:9])=[C:4]([O:18]C)[CH:3]=1.[Cl-].[Li+]. Product: [F:1][C:2]1[C:16]([F:17])=[CH:15][C:5]([O:6][CH2:7][C:8]([OH:10])=[O:9])=[C:4]([OH:18])[CH:3]=1. The catalyst class is: 3. (3) Reactant: [OH-:1].[Na+].[CH:3]([C:6]1[CH:18]=[C:9]2[C:10]([CH:16]=[O:17])=[CH:11][CH:12]=[C:13]([O:14][CH3:15])[N:8]2[N:7]=1)([CH3:5])[CH3:4]. Product: [CH:3]([C:6]1[CH:18]=[C:9]2[C:10]([C:16]([OH:1])=[O:17])=[CH:11][CH:12]=[C:13]([O:14][CH3:15])[N:8]2[N:7]=1)([CH3:5])[CH3:4]. The catalyst class is: 716. (4) Reactant: [Cl:1][C:2]1[CH:16]=[CH:15][C:5]([CH2:6][O:7][C:8]2[CH:13]=[CH:12][NH:11][C:10](=[O:14])[CH:9]=2)=[CH:4][CH:3]=1.Br[C:18]1[CH:19]=[CH:20][C:21]2[C:22]3[CH2:32][CH2:31][N:30](C(OC(C)(C)C)=O)[CH2:29][CH2:28][C:23]=3[N:24]([CH3:27])[C:25]=2[CH:26]=1.OC1C=CC=C2C=1N=CC=C2.C([O-])([O-])=O.[Cs+].[Cs+]. Product: [ClH:1].[Cl:1][C:2]1[CH:16]=[CH:15][C:5]([CH2:6][O:7][C:8]2[CH:13]=[CH:12][N:11]([C:18]3[CH:19]=[CH:20][C:21]4[C:22]5[CH2:32][CH2:31][NH:30][CH2:29][CH2:28][C:23]=5[N:24]([CH3:27])[C:25]=4[CH:26]=3)[C:10](=[O:14])[CH:9]=2)=[CH:4][CH:3]=1. The catalyst class is: 156. (5) Reactant: [C:1]([O:5][C:6](=[O:16])[NH:7][C:8]1[CH:13]=[CH:12][C:11]([Cl:14])=[C:10]([OH:15])[CH:9]=1)([CH3:4])([CH3:3])[CH3:2].Cl[CH2:18][C:19](=[O:21])[CH3:20].C(=O)([O-])[O-].[K+].[K+].[I-].[K+]. Product: [C:1]([O:5][C:6](=[O:16])[NH:7][C:8]1[CH:13]=[CH:12][C:11]([Cl:14])=[C:10]([O:15][CH2:18][C:19](=[O:21])[CH3:20])[CH:9]=1)([CH3:4])([CH3:2])[CH3:3]. The catalyst class is: 21. (6) Reactant: CN(C(ON1N=NC2C=CC=CC1=2)=[N+](C)C)C.F[P-](F)(F)(F)(F)F.[ClH:25].Cl.[CH3:27][C@H:28]1[C:36]2[C:35]([N:37]3[CH2:42][CH2:41][NH:40][CH2:39][CH2:38]3)=[N:34][CH:33]=[N:32][C:31]=2[C@H:30]([OH:43])[CH2:29]1.C(OC([N:51]([CH:65]([CH3:67])[CH3:66])[CH2:52][C:53]([C:58]1[CH:63]=[CH:62][C:61]([Cl:64])=[CH:60][CH:59]=1)([OH:57])[C:54](O)=[O:55])=O)(C)(C)C. Product: [Cl:64][C:61]1[CH:60]=[CH:59][C:58]([C:53]([OH:57])([CH2:52][NH:51][CH:65]([CH3:66])[CH3:67])[C:54]([N:40]2[CH2:39][CH2:38][N:37]([C:35]3[C:36]4[C@H:28]([CH3:27])[CH2:29][C@@H:30]([OH:43])[C:31]=4[N:32]=[CH:33][N:34]=3)[CH2:42][CH2:41]2)=[O:55])=[CH:63][CH:62]=1.[ClH:25]. The catalyst class is: 2. (7) Reactant: [CH2:1]([NH:5][C:6]1[N:14]=[C:13]2[C:9]([N:10]=[C:11]([O:25]C)[N:12]2[CH2:15][CH2:16][CH:17]2[CH2:22][CH2:21][O:20][C:19]([CH3:24])([CH3:23])[CH2:18]2)=[C:8]([NH2:27])[N:7]=1)[CH2:2][CH2:3][CH3:4].Cl.O1CCOCC1. Product: [NH2:27][C:8]1[N:7]=[C:6]([NH:5][CH2:1][CH2:2][CH2:3][CH3:4])[N:14]=[C:13]2[C:9]=1[NH:10][C:11](=[O:25])[N:12]2[CH2:15][CH2:16][CH:17]1[CH2:22][CH2:21][O:20][C:19]([CH3:24])([CH3:23])[CH2:18]1. The catalyst class is: 5. (8) Reactant: [OH:1][C:2]1[CH:3]=[C:4]([O:15][C:16]2[CH:21]=[CH:20][C:19]([S:22]([CH3:25])(=[O:24])=[O:23])=[CH:18][N:17]=2)[CH:5]=[C:6]2[C:10]=1[NH:9][C:8]([C:11]([O:13][CH3:14])=[O:12])=[CH:7]2.O.O1CCC[CH2:28]1. Product: [CH3:28][O:1][C:2]1[CH:3]=[C:4]([O:15][C:16]2[CH:21]=[CH:20][C:19]([S:22]([CH3:25])(=[O:24])=[O:23])=[CH:18][N:17]=2)[CH:5]=[C:6]2[C:10]=1[NH:9][C:8]([C:11]([O:13][CH3:14])=[O:12])=[CH:7]2. The catalyst class is: 5. (9) The catalyst class is: 364. Product: [Cl:36][C:19]1[CH:20]=[C:21]([C:25]([NH:27][CH2:28][C:29]2[CH:34]=[CH:33][CH:32]=[C:31]([OH:35])[CH:30]=2)=[O:26])[CH:22]=[C:23]([CH3:24])[C:18]=1[C:17]([NH:16]/[C:4](=[CH:5]\[C:6]1[CH:7]=[N:8][C:9]2[C:14]([CH:15]=1)=[CH:13][CH:12]=[CH:11][CH:10]=2)/[C:3]([OH:38])=[O:2])=[O:37]. Reactant: C[O:2][C:3](=[O:38])/[C:4](/[NH:16][C:17](=[O:37])[C:18]1[C:23]([CH3:24])=[CH:22][C:21]([C:25]([NH:27][CH2:28][C:29]2[CH:34]=[CH:33][CH:32]=[C:31]([OH:35])[CH:30]=2)=[O:26])=[CH:20][C:19]=1[Cl:36])=[CH:5]/[C:6]1[CH:7]=[N:8][C:9]2[C:14]([CH:15]=1)=[CH:13][CH:12]=[CH:11][CH:10]=2.O.[OH-].[Li+]. (10) Reactant: [CH2:1]([N:3]([CH2:9][C:10]1[CH:15]=[C:14]([C:16]([F:19])([F:18])[F:17])[CH:13]=[CH:12][C:11]=1[C:20]1[CH:25]=[C:24]([C@@H:26]([CH3:42])[C:27](N2[C@H](C)[C@H](C3C=CC=CC=3)OC2=O)=[O:28])[CH:23]=[CH:22][C:21]=1[O:43][CH3:44])[C:4]([CH:6]1[CH2:8][CH2:7]1)=[O:5])[CH3:2].[OH:45]O.[OH-].[Li+].Cl. Product: [CH:6]1([C:4]([N:3]([CH2:9][C:10]2[CH:15]=[C:14]([C:16]([F:17])([F:19])[F:18])[CH:13]=[CH:12][C:11]=2[C:20]2[C:21]([O:43][CH3:44])=[CH:22][CH:23]=[C:24]([C@@H:26]([CH3:42])[C:27]([OH:45])=[O:28])[CH:25]=2)[CH2:1][CH3:2])=[O:5])[CH2:8][CH2:7]1. The catalyst class is: 6.